Dataset: Forward reaction prediction with 1.9M reactions from USPTO patents (1976-2016). Task: Predict the product of the given reaction. (1) Given the reactants [Si:1]([O:8][CH2:9][CH:10]=O)([C:4]([CH3:7])([CH3:6])[CH3:5])([CH3:3])[CH3:2].[CH3:12][C:13]([S@:16]([NH2:18])=[O:17])([CH3:15])[CH3:14], predict the reaction product. The product is: [Si:1]([O:8][CH2:9]/[CH:10]=[N:18]/[S@@:16]([C:13]([CH3:15])([CH3:14])[CH3:12])=[O:17])([C:4]([CH3:7])([CH3:6])[CH3:5])([CH3:3])[CH3:2]. (2) Given the reactants [H-].[Na+].[ClH:3].[NH2:4][C:5]([NH2:7])=[NH:6].C([O:12][C:13](=[O:43])[C@@H:14]([CH2:31][CH2:32][CH2:33][CH2:34][NH:35]C(OC(C)(C)C)=O)[NH:15][S:16]([C:19]1[CH:28]=[C:27]2[C:22]([C:23]([Cl:30])=[CH:24][N:25]=[C:26]2[Cl:29])=[CH:21][CH:20]=1)(=[O:18])=[O:17])(C)(C)C.O, predict the reaction product. The product is: [ClH:29].[ClH:3].[Cl:30][C:23]1[C:22]2[C:27](=[CH:28][C:19]([S:16]([NH:15][C@@H:14]([C:13]([OH:43])=[O:12])[CH2:31][CH2:32][CH2:33][CH2:34][NH2:35])(=[O:18])=[O:17])=[CH:20][CH:21]=2)[C:26]([NH:6][C:5]([NH2:7])=[NH:4])=[N:25][CH:24]=1. (3) Given the reactants [CH3:1][N:2]([CH3:16])[S:3]([C:6]1[CH:7]=[C:8]2[C:12](=[CH:13][CH:14]=1)[NH:11][C:10](=[O:15])[CH2:9]2)(=[O:5])=[O:4].[CH3:17][C:18]1[NH:19][C:20]2[C:25]([C:26]=1[CH:27]=O)=[CH:24][CH:23]=[CH:22][CH:21]=2, predict the reaction product. The product is: [CH3:1][N:2]([CH3:16])[S:3]([C:6]1[CH:7]=[C:8]2[C:12](=[CH:13][CH:14]=1)[NH:11][C:10](=[O:15])[C:9]2=[CH:27][C:26]1[C:25]2[C:20](=[CH:21][CH:22]=[CH:23][CH:24]=2)[NH:19][C:18]=1[CH3:17])(=[O:5])=[O:4]. (4) Given the reactants [OH-:1].[Na+].[F:3][C:4]1[CH:5]=[C:6]([C:10]2[N:11]=[C:12]([NH2:28])[C:13]3[CH:18]=[C:17]([CH2:19][C:20]4[CH:25]=[CH:24][CH:23]=[CH:22][C:21]=4[O:26][CH3:27])[S:16][C:14]=3[N:15]=2)[CH:7]=[CH:8][CH:9]=1, predict the reaction product. The product is: [NH2:28][C:12]1[C:13]2[CH:18]=[C:17]([C:19]([C:20]3[CH:25]=[CH:24][CH:23]=[CH:22][C:21]=3[O:26][CH3:27])=[O:1])[S:16][C:14]=2[N:15]=[C:10]([C:6]2[CH:7]=[CH:8][CH:9]=[C:4]([F:3])[CH:5]=2)[N:11]=1. (5) Given the reactants [Cl:1][C:2]1[CH:7]=[CH:6][C:5]([NH2:8])=[CH:4][C:3]=1[CH:9]([CH3:11])[CH3:10].[N+:12]([O-])([O-:14])=[O:13].[K+].C([O-])([O-])=O.[K+].[K+], predict the reaction product. The product is: [Cl:1][C:2]1[C:3]([CH:9]([CH3:11])[CH3:10])=[CH:4][C:5]([NH2:8])=[C:6]([N+:12]([O-:14])=[O:13])[CH:7]=1. (6) Given the reactants [CH3:1][CH:2]1[CH:7]([NH:8][C:9]([NH:11][C:12]2[N:13]=[C:14]3[CH:20]=[CH:19][N:18](COCC[Si](C)(C)C)[C:15]3=[N:16][CH:17]=2)=[O:10])[CH2:6][CH2:5][O:4][CH2:3]1.C(Cl)(=O)C, predict the reaction product. The product is: [CH3:1][C@H:2]1[C@@H:7]([NH:8][C:9]([NH:11][C:12]2[N:13]=[C:14]3[CH:20]=[CH:19][NH:18][C:15]3=[N:16][CH:17]=2)=[O:10])[CH2:6][CH2:5][O:4][CH2:3]1. (7) Given the reactants COC1C=CC(C[N:8](CC2C=CC(OC)=CC=2)[C:9]2[N:14]=[C:13]([CH3:15])[N:12]=[C:11]([C:16]3[C:17]([NH:24][C:25]4[CH:26]=[N:27][C:28]([O:31][CH3:32])=[CH:29][CH:30]=4)=[N:18][CH:19]=[C:20]([CH:23]=3)[CH:21]=O)[N:10]=2)=CC=1.[NH:44]1[CH2:49][CH2:48][CH2:47][CH2:46][CH2:45]1, predict the reaction product. The product is: [CH3:32][O:31][C:28]1[N:27]=[CH:26][C:25]([NH:24][C:17]2[C:16]([C:11]3[N:12]=[C:13]([CH3:15])[N:14]=[C:9]([NH2:8])[N:10]=3)=[CH:23][C:20]([CH2:21][N:44]3[CH2:49][CH2:48][CH2:47][CH2:46][CH2:45]3)=[CH:19][N:18]=2)=[CH:30][CH:29]=1.